This data is from Full USPTO retrosynthesis dataset with 1.9M reactions from patents (1976-2016). The task is: Predict the reactants needed to synthesize the given product. Given the product [F:1][C:2]1[CH:7]=[CH:6][CH:5]=[C:4]([F:8])[C:3]=1[S:9]([NH:23][C:19]1[CH:18]=[C:17]([C:15]([O:14][CH3:13])=[O:16])[CH:22]=[CH:21][N:20]=1)(=[O:11])=[O:10], predict the reactants needed to synthesize it. The reactants are: [F:1][C:2]1[CH:7]=[CH:6][CH:5]=[C:4]([F:8])[C:3]=1[S:9](Cl)(=[O:11])=[O:10].[CH3:13][O:14][C:15]([C:17]1[CH:22]=[CH:21][N:20]=[C:19]([NH2:23])[CH:18]=1)=[O:16].O.